From a dataset of Reaction yield outcomes from USPTO patents with 853,638 reactions. Predict the reaction yield, written as a fraction of the theoretical maximum amount of product (1.0 means a 100% yield; for example, 0.34 means a 34% yield). (1) The yield is 0.990. The catalyst is C1COCC1. The reactants are [Br:1][C:2]1[CH:7]=[CH:6][N:5]=[C:4]2[NH:8][CH:9]=[CH:10][C:3]=12.[H-].[Na+].Cl[Si:14]([CH:21]([CH3:23])[CH3:22])([CH:18]([CH3:20])[CH3:19])[CH:15]([CH3:17])[CH3:16].[Cl-].[NH4+]. The product is [Br:1][C:2]1[CH:7]=[CH:6][N:5]=[C:4]2[N:8]([Si:14]([CH:21]([CH3:23])[CH3:22])([CH:18]([CH3:20])[CH3:19])[CH:15]([CH3:17])[CH3:16])[CH:9]=[CH:10][C:3]=12. (2) The reactants are [Br:1][C:2]1[CH:9]=[CH:8][C:5]([CH:6]=[O:7])=[C:4](F)[CH:3]=1.[CH3:11][O-:12].[Na+]. The catalyst is CO. The product is [Br:1][C:2]1[CH:9]=[CH:8][C:5]([CH:6]=[O:7])=[C:4]([O:12][CH3:11])[CH:3]=1. The yield is 0.945.